This data is from Full USPTO retrosynthesis dataset with 1.9M reactions from patents (1976-2016). The task is: Predict the reactants needed to synthesize the given product. Given the product [CH2:26]([O:29][CH2:30][CH2:31][C:32]([B:12]1[O:13][C:14]([CH3:19])([CH3:20])[C:15]([CH3:17])([CH3:18])[O:16]1)=[CH2:33])[CH:27]=[CH2:28], predict the reactants needed to synthesize it. The reactants are: [Cl-].[Li+].[B:12]1([B:12]2[O:16][C:15]([CH3:18])([CH3:17])[C:14]([CH3:20])([CH3:19])[O:13]2)[O:16][C:15]([CH3:18])([CH3:17])[C:14]([CH3:20])([CH3:19])[O:13]1.C([O-])(=O)C.[K+].[CH2:26]([O:29][CH2:30][CH2:31][C:32]#[CH:33])[CH:27]=[CH2:28].